Dataset: Peptide-MHC class II binding affinity with 134,281 pairs from IEDB. Task: Regression. Given a peptide amino acid sequence and an MHC pseudo amino acid sequence, predict their binding affinity value. This is MHC class II binding data. (1) The peptide sequence is AEAPAAAAAPEEQVQ. The MHC is HLA-DQA10101-DQB10501 with pseudo-sequence HLA-DQA10101-DQB10501. The binding affinity (normalized) is 0.0393. (2) The peptide sequence is NYEQQEQASQQILSS. The MHC is DRB1_1201 with pseudo-sequence DRB1_1201. The binding affinity (normalized) is 0.0751. (3) The peptide sequence is FKKYFAATQFEPLAA. The MHC is HLA-DPA10103-DPB10401 with pseudo-sequence HLA-DPA10103-DPB10401. The binding affinity (normalized) is 0.933. (4) The peptide sequence is EKKYFAATQFEPKAA. The MHC is HLA-DPA10201-DPB10501 with pseudo-sequence HLA-DPA10201-DPB10501. The binding affinity (normalized) is 0.595. (5) The peptide sequence is EKKYFAATQFEPLAL. The binding affinity (normalized) is 0.690. The MHC is HLA-DPA10103-DPB10601 with pseudo-sequence HLA-DPA10103-DPB10601.